From a dataset of Full USPTO retrosynthesis dataset with 1.9M reactions from patents (1976-2016). Predict the reactants needed to synthesize the given product. Given the product [Cl:1][C:2]1[CH:7]=[CH:6][C:5]([CH2:8][CH2:9][CH2:10][N:11]([CH3:34])[C:12]2[N:17]=[C:16]([N:18]3[CH2:19][CH2:20][N:21]([CH2:37][C:38]4[CH:39]=[N:40][CH:41]=[CH:42][CH:43]=4)[CH2:22][CH2:23]3)[N:15]=[C:14]([NH:24][CH2:25][CH2:26][C:27]3[CH:28]=[CH:29][C:30]([OH:33])=[CH:31][CH:32]=3)[N:13]=2)=[CH:4][CH:3]=1, predict the reactants needed to synthesize it. The reactants are: [Cl:1][C:2]1[CH:7]=[CH:6][C:5]([CH2:8][CH2:9][CH2:10][N:11]([CH3:34])[C:12]2[N:17]=[C:16]([N:18]3[CH2:23][CH2:22][NH:21][CH2:20][CH2:19]3)[N:15]=[C:14]([NH:24][CH2:25][CH2:26][C:27]3[CH:32]=[CH:31][C:30]([OH:33])=[CH:29][CH:28]=3)[N:13]=2)=[CH:4][CH:3]=1.Cl.Cl[CH2:37][C:38]1[CH:39]=[N:40][CH:41]=[CH:42][CH:43]=1.